Dataset: Full USPTO retrosynthesis dataset with 1.9M reactions from patents (1976-2016). Task: Predict the reactants needed to synthesize the given product. (1) The reactants are: [Br:1][C:2]1[C:3](=[O:15])[O:4][C:5]2[C:10]([C:11]=1[CH3:12])=[CH:9][C:8]([O:13]C)=[CH:7][CH:6]=2.B(Br)(Br)Br. Given the product [Br:1][C:2]1[C:3](=[O:15])[O:4][C:5]2[C:10]([C:11]=1[CH3:12])=[CH:9][C:8]([OH:13])=[CH:7][CH:6]=2, predict the reactants needed to synthesize it. (2) The reactants are: [NH2:1][C@@H:2]1[CH2:7][CH2:6][C@H:5]([NH:8][C:9]([C:11]2[C:19]3[C:14](=[N:15][CH:16]=[C:17]([C:20]4[C:28]5[C:23](=[CH:24][C:25]([Cl:29])=[CH:26][CH:27]=5)[N:22]([CH3:30])[N:21]=4)[N:18]=3)[N:13](COCC[Si](C)(C)C)[CH:12]=2)=[O:10])[CH2:4][CH2:3]1.FC(F)(F)C(O)=O.C(N)CN. Given the product [NH2:1][C@@H:2]1[CH2:7][CH2:6][C@H:5]([NH:8][C:9]([C:11]2[C:19]3[C:14](=[N:15][CH:16]=[C:17]([C:20]4[C:28]5[C:23](=[CH:24][C:25]([Cl:29])=[CH:26][CH:27]=5)[N:22]([CH3:30])[N:21]=4)[N:18]=3)[NH:13][CH:12]=2)=[O:10])[CH2:4][CH2:3]1, predict the reactants needed to synthesize it. (3) Given the product [CH3:1][C:2]1[CH:11]=[CH:10][C:5]([C:6]([OH:8])=[O:7])=[CH:4][C:3]=1[N:12]1[C:21](=[O:22])[C:20]2[C:15](=[CH:16][CH:17]=[C:18]([CH2:23][N:24]3[CH2:29][CH2:28][O:27][CH2:26][CH2:25]3)[CH:19]=2)[N:14]=[CH:13]1, predict the reactants needed to synthesize it. The reactants are: [CH3:1][C:2]1[CH:11]=[CH:10][C:5]([C:6]([O:8]C)=[O:7])=[CH:4][C:3]=1[N:12]1[C:21](=[O:22])[C:20]2[C:15](=[CH:16][CH:17]=[C:18]([CH2:23][N:24]3[CH2:29][CH2:28][O:27][CH2:26][CH2:25]3)[CH:19]=2)[N:14]=[CH:13]1.[OH-].[Na+].Cl. (4) Given the product [F:1][C:2]1[CH:7]=[CH:6][C:5]([C:8]2[S:9][C:10]3[N:11]=[C:12]([NH2:21])[N:13]=[C:14]([N:29]4[CH2:34][CH2:33][NH:32][CH2:31][CH2:30]4)[C:15]=3[N:16]=2)=[CH:4][CH:3]=1, predict the reactants needed to synthesize it. The reactants are: [F:1][C:2]1[CH:7]=[CH:6][C:5]([C:8]2[S:9][C:10]3[N:11]=[C:12]([NH2:21])[N:13]=[C:14](S(C)(=O)=O)[C:15]=3[N:16]=2)=[CH:4][CH:3]=1.C(N(CC)CC)C.[NH:29]1[CH2:34][CH2:33][NH:32][CH2:31][CH2:30]1.